This data is from Full USPTO retrosynthesis dataset with 1.9M reactions from patents (1976-2016). The task is: Predict the reactants needed to synthesize the given product. (1) Given the product [CH3:5][C:4]([N+:1]([O-:3])=[O:2])([CH3:6])[CH2:9][CH2:8][C:7]([O:11][CH3:12])=[O:10], predict the reactants needed to synthesize it. The reactants are: [N+:1]([CH:4]([CH3:6])[CH3:5])([O-:3])=[O:2].[C:7]([O:11][CH3:12])(=[O:10])[CH:8]=[CH2:9].[F-].[K+]. (2) Given the product [CH3:1][O:2][C:3]1[CH:4]=[CH:5][C:6]2[C:12](=[O:13])[C:11]([C:14]3[CH:15]=[CH:16][C:17]([O:20][CH3:21])=[CH:18][CH:19]=3)([CH2:25][CH:23]=[CH2:24])[CH2:10][CH2:9][CH2:8][C:7]=2[CH:22]=1, predict the reactants needed to synthesize it. The reactants are: [CH3:1][O:2][C:3]1[CH:4]=[CH:5][C:6]2[C:12](=[O:13])[CH:11]([C:14]3[CH:19]=[CH:18][C:17]([O:20][CH3:21])=[CH:16][CH:15]=3)[CH2:10][CH2:9][CH2:8][C:7]=2[CH:22]=1.[C:23](O)(C)([CH3:25])[CH3:24]. (3) Given the product [OH:9][C:10]([CH3:24])([CH3:23])[C:11]([C:13]1[CH:18]=[CH:17][C:16]([O:19][CH2:20][CH2:21][O:22][CH2:1][CH:3]2[CH2:4][O:5]2)=[CH:15][CH:14]=1)=[O:12], predict the reactants needed to synthesize it. The reactants are: [CH2:1]([CH:3]1[O:5][CH2:4]1)Cl.[OH-].[Na+].O.[OH:9][C:10]([CH3:24])([CH3:23])[C:11]([C:13]1[CH:18]=[CH:17][C:16]([O:19][CH2:20][CH2:21][OH:22])=[CH:15][CH:14]=1)=[O:12]. (4) Given the product [F:31][CH:29]([F:30])[C:19]1[N:18]([C:9]2[N:10]=[C:11]([N:12]3[CH2:13][CH2:14][O:15][CH2:16][CH2:17]3)[C:6]3[N:5]=[N:1][N:32]([CH:33]4[CH2:38][CH2:37][N:36]([C:39]([O:41][C:42]([CH3:45])([CH3:44])[CH3:43])=[O:40])[CH2:35][CH2:34]4)[C:7]=3[N:8]=2)[C:22]2[CH:23]=[CH:24][CH:25]=[C:26]([O:27][CH3:28])[C:21]=2[N:20]=1, predict the reactants needed to synthesize it. The reactants are: [N:1]([O-])=O.[Na+].[NH2:5][C:6]1[C:7]([NH:32][CH:33]2[CH2:38][CH2:37][N:36]([C:39]([O:41][C:42]([CH3:45])([CH3:44])[CH3:43])=[O:40])[CH2:35][CH2:34]2)=[N:8][C:9]([N:18]2[C:22]3[CH:23]=[CH:24][CH:25]=[C:26]([O:27][CH3:28])[C:21]=3[N:20]=[C:19]2[CH:29]([F:31])[F:30])=[N:10][C:11]=1[N:12]1[CH2:17][CH2:16][O:15][CH2:14][CH2:13]1. (5) Given the product [OH:18][CH2:19][CH2:20][O:21][C:22]1[C:29]([CH3:30])=[CH:28][C:25]([C:26]2[NH:6][C:4](=[O:5])[C:3]3[C:2](=[CH:10][C:9]([CH3:11])=[CH:8][C:7]=3[CH3:12])[N:1]=2)=[CH:24][C:23]=1[CH3:31], predict the reactants needed to synthesize it. The reactants are: [NH2:1][C:2]1[CH:10]=[C:9]([CH3:11])[CH:8]=[C:7]([CH3:12])[C:3]=1[C:4]([NH2:6])=[O:5].C([Si](C)(C)[O:18][CH2:19][CH2:20][O:21][C:22]1[C:29]([CH3:30])=[CH:28][C:25]([CH:26]=O)=[CH:24][C:23]=1[CH3:31])(C)(C)C.S([O-])(O)=O.[Na+].C1(C)C=CC(S(O)(=O)=O)=CC=1.CCCC[N+](CCCC)(CCCC)CCCC.[F-].